Dataset: Reaction yield outcomes from USPTO patents with 853,638 reactions. Task: Predict the reaction yield, written as a fraction of the theoretical maximum amount of product (1.0 means a 100% yield; for example, 0.34 means a 34% yield). (1) The reactants are [Cl-].[NH4+].[NH2:3][C:4]1[C:9]([N+:10]([O-])=O)=[C:8]([O:13][C:14]2[CH:19]=[CH:18][C:17]([NH:20][C:21]([NH:23][C:24]3[CH:29]=[CH:28][C:27]([Cl:30])=[C:26]([C:31]([F:34])([F:33])[F:32])[CH:25]=3)=[O:22])=[C:16]([S:35][CH3:36])[CH:15]=2)[CH:7]=[CH:6][N:5]=1. The catalyst is C(O)C.O.[Fe]. The product is [NH2:3][C:4]1[C:9]([NH2:10])=[C:8]([O:13][C:14]2[CH:19]=[CH:18][C:17]([NH:20][C:21]([NH:23][C:24]3[CH:29]=[CH:28][C:27]([Cl:30])=[C:26]([C:31]([F:34])([F:32])[F:33])[CH:25]=3)=[O:22])=[C:16]([S:35][CH3:36])[CH:15]=2)[CH:7]=[CH:6][N:5]=1. The yield is 0.590. (2) The reactants are Br[CH2:2][C:3]1[N:8]([CH2:9][CH2:10][CH3:11])[C:7](=[O:12])[N:6]([CH2:13][C:14]2[CH:19]=[CH:18][C:17]([O:20][CH3:21])=[CH:16][CH:15]=2)[C:5](=[O:22])[C:4]=1[N+:23]([O-:25])=[O:24].[CH:26]1([NH2:31])[CH2:30][CH2:29][CH2:28][CH2:27]1. The catalyst is C(OCC)(=O)C. The product is [CH:26]1([NH:31][CH2:2][C:3]2[N:8]([CH2:9][CH2:10][CH3:11])[C:7](=[O:12])[N:6]([CH2:13][C:14]3[CH:19]=[CH:18][C:17]([O:20][CH3:21])=[CH:16][CH:15]=3)[C:5](=[O:22])[C:4]=2[N+:23]([O-:25])=[O:24])[CH2:30][CH2:29][CH2:28][CH2:27]1. The yield is 0.470. (3) The reactants are [C:1]([C:5]1[CH:30]=[CH:29][C:8]([C:9]([NH:11][C:12]2[CH:27]=[CH:26][C:25]([F:28])=[CH:24][C:13]=2[C:14]([NH:16][C:17]2[CH:22]=[CH:21][C:20]([Cl:23])=[CH:19][N:18]=2)=[O:15])=[O:10])=[C:7]([O:31][CH:32]2[CH2:37][CH2:36][NH:35][CH2:34][CH2:33]2)[CH:6]=1)([CH3:4])([CH3:3])[CH3:2].C=O.[C:40](O)(=O)C. The catalyst is CO. The product is [C:1]([C:5]1[CH:30]=[CH:29][C:8]([C:9]([NH:11][C:12]2[CH:27]=[CH:26][C:25]([F:28])=[CH:24][C:13]=2[C:14]([NH:16][C:17]2[CH:22]=[CH:21][C:20]([Cl:23])=[CH:19][N:18]=2)=[O:15])=[O:10])=[C:7]([O:31][CH:32]2[CH2:37][CH2:36][N:35]([CH3:40])[CH2:34][CH2:33]2)[CH:6]=1)([CH3:4])([CH3:2])[CH3:3]. The yield is 0.730. (4) The reactants are [C:1]([C:5]1[CH:9]=[C:8]([NH2:10])[N:7]([C:11]2[CH:16]=[CH:15][C:14]([CH2:17][C:18]([O:20][CH2:21][CH3:22])=[O:19])=[CH:13][CH:12]=2)[N:6]=1)([CH3:4])([CH3:3])[CH3:2].C(N(CC)CC)C.C1N=CN([C:35]([N:37]2C=N[CH:39]=[CH:38]2)=[O:36])C=1.[F:42][C:43]1[C:48]([F:49])=CC=[CH:45][C:44]=1N. The catalyst is CN(C=O)C.O. The product is [C:1]([C:5]1[CH:9]=[C:8]([NH:10][C:35]([NH:37][C:38]2[CH:39]=[CH:45][CH:44]=[C:43]([F:42])[C:48]=2[F:49])=[O:36])[N:7]([C:11]2[CH:16]=[CH:15][C:14]([CH2:17][C:18]([O:20][CH2:21][CH3:22])=[O:19])=[CH:13][CH:12]=2)[N:6]=1)([CH3:4])([CH3:2])[CH3:3]. The yield is 0.480. (5) The reactants are N[C@H](C(O)=O)CS.C1(=O)NC(=O)C=C1.[OH:15][C:16]([CH2:18][CH2:19][CH2:20][CH2:21][C@H:22]1[C@@H:30]2[C@@H:25]([NH:26][C:27]([NH:29]2)=[O:28])[CH2:24][S:23]1)=[O:17]. No catalyst specified. The product is [OH:17][C:16]([CH2:18][CH2:19][CH2:20][CH2:21][C@H:22]1[C@@H:30]2[C@@H:25]([NH:26][C:27]([NH:29]2)=[O:28])[CH2:24][S:23]1)=[O:15]. The yield is 1.00.